From a dataset of Catalyst prediction with 721,799 reactions and 888 catalyst types from USPTO. Predict which catalyst facilitates the given reaction. (1) Reactant: Br[C:2]1[CH:11]=[CH:10][C:5]2[C:6](=[O:9])[O:7][CH2:8][C:4]=2[C:3]=1[CH3:12].[CH2:13]([Sn](CCCC)(CCCC)CCCC)[CH:14]=[CH2:15].[Li+].[Cl-]. Product: [CH3:12][C:3]1[C:4]2[CH2:8][O:7][C:6](=[O:9])[C:5]=2[CH:10]=[CH:11][C:2]=1[CH2:15][CH:14]=[CH2:13]. The catalyst class is: 109. (2) Reactant: [CH:1](=O)[CH2:2][CH2:3][CH2:4][CH2:5][CH2:6][CH2:7][CH2:8][CH2:9][CH3:10].[ClH:12].Cl.[C:14]([C:18]1[CH:23]=[CH:22][C:21]([NH:24][C:25]([NH:27][C:28]([NH2:30])=[NH:29])=[NH:26])=[CH:20][CH:19]=1)([CH3:17])([CH3:16])[CH3:15]. Product: [ClH:12].[NH2:26][C:25]1[N:24]([C:21]2[CH:22]=[CH:23][C:18]([C:14]([CH3:17])([CH3:16])[CH3:15])=[CH:19][CH:20]=2)[CH:1]([CH2:2][CH2:3][CH2:4][CH2:5][CH2:6][CH2:7][CH2:8][CH2:9][CH3:10])[N:29]=[C:28]([NH2:30])[N:27]=1. The catalyst class is: 8. (3) Reactant: [F:1][C:2]1[CH:10]=[CH:9][C:5]([C:6]([NH2:8])=O)=[CH:4][CH:3]=1.COC1C=CC(P2(SP(C3C=CC(OC)=CC=3)(=S)S2)=[S:20])=CC=1. Product: [F:1][C:2]1[CH:10]=[CH:9][C:5]([C:6]([NH2:8])=[S:20])=[CH:4][CH:3]=1. The catalyst class is: 48. (4) Reactant: [H-].[Na+].[NH2:3][C:4]1[CH:9]=[CH:8][CH:7]=[CH:6][C:5]=1[S:10]([CH:13]([CH3:15])[CH3:14])(=[O:12])=[O:11].[Cl:16][C:17]1[N:22]=[C:21](Cl)[C:20]([CH3:24])=[CH:19][N:18]=1. Product: [Cl:16][C:17]1[N:22]=[C:21]([NH:3][C:4]2[CH:9]=[CH:8][CH:7]=[CH:6][C:5]=2[S:10]([CH:13]([CH3:15])[CH3:14])(=[O:12])=[O:11])[C:20]([CH3:24])=[CH:19][N:18]=1. The catalyst class is: 3. (5) Reactant: [I:1][C:2]1[N:3]=[N:4][C:5](I)=[CH:6][CH:7]=1.[Br-].[C:10]1([CH2:16][CH2:17][Zn+])[CH:15]=[CH:14][CH:13]=[CH:12][CH:11]=1.C(=O)([O-])O.[Na+]. Product: [I:1][C:2]1[N:3]=[N:4][C:5]([CH2:17][CH2:16][C:10]2[CH:15]=[CH:14][CH:13]=[CH:12][CH:11]=2)=[CH:6][CH:7]=1. The catalyst class is: 176. (6) Reactant: [Cl:1][C:2]1[C:3]2[C:10](I)=[CH:9][N:8]([CH2:12][O:13][CH2:14][CH2:15][Si:16]([CH3:19])([CH3:18])[CH3:17])[C:4]=2[N:5]=[CH:6][N:7]=1.[CH3:20][N:21]1[CH:25]=[C:24](B2OC(C)(C)C(C)(C)O2)[CH:23]=[N:22]1.C(=O)([O-])[O-].[K+].[K+]. Product: [Cl:1][C:2]1[C:3]2[C:10]([C:24]3[CH:23]=[N:22][N:21]([CH3:20])[CH:25]=3)=[CH:9][N:8]([CH2:12][O:13][CH2:14][CH2:15][Si:16]([CH3:19])([CH3:18])[CH3:17])[C:4]=2[N:5]=[CH:6][N:7]=1. The catalyst class is: 184.